From a dataset of Reaction yield outcomes from USPTO patents with 853,638 reactions. Predict the reaction yield, written as a fraction of the theoretical maximum amount of product (1.0 means a 100% yield; for example, 0.34 means a 34% yield). (1) The reactants are [CH:1]1[C:10]2[C:5](=[CH:6][CH:7]=[CH:8][CH:9]=2)[CH:4]=[CH:3][C:2]=1[C:11]([CH2:13][CH2:14][CH2:15][CH2:16][CH2:17][CH2:18][C:19]([OH:21])=O)=[O:12].[NH2:22][C:23]1[S:24][CH:25]=[CH:26][N:27]=1.[C:28]1(N)C=CC=C[C:29]=1N. No catalyst specified. The product is [S:24]1[CH:25]=[CH:26][N:27]=[C:23]1[NH:22][C:19](=[O:21])[CH2:18][CH2:17][CH2:16][CH2:15][CH2:14][CH2:13][C:11]([C:2]1[CH:1]=[CH:10][C:5]([C:6]2[CH:7]=[CH:8][CH:9]=[CH:29][CH:28]=2)=[CH:4][CH:3]=1)=[O:12]. The yield is 0.110. (2) The reactants are [C:1]([C:4]1[C:9]([C:10]2[CH:15]=[CH:14][CH:13]=[CH:12][CH:11]=2)=[N:8][N:7]([CH2:16][CH3:17])[C:6](=[O:18])[C:5]=1[N+:19]([O-])=O)(=[O:3])[CH3:2].N[C:23]1[N:28]=[CH:27][CH:26]=[CH:25][N:24]=1. The catalyst is C(O)C. The product is [C:1]([C:4]1[C:9]([C:10]2[CH:15]=[CH:14][CH:13]=[CH:12][CH:11]=2)=[N:8][N:7]([CH2:16][CH3:17])[C:6](=[O:18])[C:5]=1[NH:19][C:23]1[N:28]=[CH:27][CH:26]=[CH:25][N:24]=1)(=[O:3])[CH3:2]. The yield is 0.356. (3) The reactants are [Cl:1][CH2:2][C:3]([C:5]1[CH:10]=[CH:9][C:8]([CH2:11][CH2:12][NH:13][C:14](=[O:16])[CH3:15])=[CH:7][CH:6]=1)=O.[NH2:17][C:18]([NH2:20])=[S:19]. The catalyst is C(O)C. The product is [ClH:1].[NH2:20][C:18]1[S:19][CH:2]=[C:3]([C:5]2[CH:10]=[CH:9][C:8]([CH2:11][CH2:12][NH:13][C:14](=[O:16])[CH3:15])=[CH:7][CH:6]=2)[N:17]=1. The yield is 0.904. (4) The reactants are ClC1C=CC(OC2C=CC(CCO[C:18]3[NH:19][CH:20]=[C:21]([CH2:25][C:26]4[CH:27]=[N:28][CH:29]=[N:30][CH:31]=4)[C:22](=[O:24])[N:23]=3)=CC=2)=CC=1C(F)(F)F.[CH3:36]CN(C(C)C)C(C)C.CI. The catalyst is ClCCl. The product is [CH3:36][N:19]1[CH:20]=[C:21]([CH2:25][C:26]2[CH:31]=[N:30][CH:29]=[N:28][CH:27]=2)[C:22](=[O:24])[N:23]=[CH:18]1. The yield is 0.432. (5) The reactants are [NH2:1][CH2:2][C:3]1[CH:25]=[CH:24][C:6]([CH2:7][NH:8][C@H:9]([C:16]([O:18][CH:19]2[CH2:23][CH2:22][CH2:21][CH2:20]2)=[O:17])[CH2:10][O:11][C:12]([CH3:15])([CH3:14])[CH3:13])=[CH:5][CH:4]=1.[CH:26]([C:28]1[CH:33]=[CH:32][C:31](/[CH:34]=[CH:35]/[C:36]([NH:38][O:39]C(OCC(C)C)C)=[O:37])=[CH:30][CH:29]=1)=O. The catalyst is ClCCCl. The product is [C:12]([O:11][CH2:10][C@@H:9]([C:16]([O:18][CH:19]1[CH2:20][CH2:21][CH2:22][CH2:23]1)=[O:17])[NH:8][CH2:7][C:6]1[CH:5]=[CH:4][C:3]([CH2:2][NH:1][CH2:26][C:28]2[CH:29]=[CH:30][C:31](/[CH:34]=[CH:35]/[C:36]([NH:38][OH:39])=[O:37])=[CH:32][CH:33]=2)=[CH:25][CH:24]=1)([CH3:15])([CH3:14])[CH3:13]. The yield is 0.0200. (6) The reactants are [H-].[H-].[H-].[H-].[Li+].[Al+3].C(=O)([S:9][CH2:10][CH2:11]/[CH:12]=[CH:13]\[CH2:14]/[CH:15]=[CH:16]\[CH2:17]/[CH:18]=[CH:19]\[CH2:20]/[CH:21]=[CH:22]\[CH2:23][CH3:24])C.Cl. The catalyst is C(OCC)C. The product is [CH2:10]([SH:9])[CH2:11]/[CH:12]=[CH:13]\[CH2:14]/[CH:15]=[CH:16]\[CH2:17]/[CH:18]=[CH:19]\[CH2:20]/[CH:21]=[CH:22]\[CH2:23][CH3:24]. The yield is 0.670. (7) The reactants are [Br:1][C:2]1[CH:7]=[CH:6][C:5]([O:8][CH3:9])=[CH:4][C:3]=1[NH2:10].C(O[CH:14]=[C:15]([C:21]([O:23][CH2:24][CH3:25])=[O:22])[C:16]([O:18][CH2:19][CH3:20])=[O:17])C. No catalyst specified. The product is [CH2:19]([O:18][C:16](=[O:17])[C:15](=[CH:14][NH:10][C:3]1[CH:4]=[C:5]([O:8][CH3:9])[CH:6]=[CH:7][C:2]=1[Br:1])[C:21]([O:23][CH2:24][CH3:25])=[O:22])[CH3:20]. The yield is 0.810. (8) The reactants are [Cl:1][C:2]1[CH:3]=[C:4]([N:8]2[CH2:13][CH2:12][N:11]([CH2:14][CH2:15][NH2:16])[CH2:10][CH2:9]2)[CH:5]=[CH:6][CH:7]=1.[C:17]([N:21]1[C:25]([CH2:26][CH:27]([CH3:29])[CH3:28])=[CH:24][C:23]([CH:30]=O)=[N:22]1)([CH3:20])([CH3:19])[CH3:18]. No catalyst specified. The product is [C:17]([N:21]1[C:25]([CH2:26][CH:27]([CH3:28])[CH3:29])=[CH:24][C:23]([CH2:30][NH:16][CH2:15][CH2:14][N:11]2[CH2:10][CH2:9][N:8]([C:4]3[CH:5]=[CH:6][CH:7]=[C:2]([Cl:1])[CH:3]=3)[CH2:13][CH2:12]2)=[N:22]1)([CH3:20])([CH3:19])[CH3:18]. The yield is 0.777. (9) The reactants are [CH2:1]([OH:4])[CH2:2][OH:3].O.C1(C)C=CC(S(O)(=O)=O)=CC=1.[Br:17][C:18]1[CH:23]=[CH:22][C:21]([C:24](=O)[CH2:25][CH2:26][CH2:27][N:28]([CH2:31][CH3:32])[CH2:29][CH3:30])=[CH:20][CH:19]=1.C(=O)(O)[O-].[Na+]. The catalyst is C1(C)C=CC=CC=1. The product is [Br:17][C:18]1[CH:19]=[CH:20][C:21]([C:24]2([CH2:25][CH2:26][CH2:27][N:28]([CH2:31][CH3:32])[CH2:29][CH3:30])[O:4][CH2:1][CH2:2][O:3]2)=[CH:22][CH:23]=1. The yield is 0.910.